This data is from Full USPTO retrosynthesis dataset with 1.9M reactions from patents (1976-2016). The task is: Predict the reactants needed to synthesize the given product. The reactants are: [Cl:1][C:2]1[CH:7]=[CH:6][CH:5]=[C:4]([Cl:8])[C:3]=1[S:9][CH2:10][C:11]1[C:15]([CH2:16][OH:17])=[C:14]([CH:18]([CH3:20])[CH3:19])[O:13][N:12]=1.O[C:22]1[CH:27]=[CH:26][C:25]([C:28]2[CH:29]=[C:30]3[C:35](=[CH:36][CH:37]=2)[N:34]=[C:33]([C:38]([O:40][CH2:41][CH3:42])=[O:39])[CH:32]=[CH:31]3)=[CH:24][CH:23]=1.C1(P(C2C=CC=CC=2)C2C=CC=CC=2)C=CC=CC=1. Given the product [Cl:8][C:4]1[CH:5]=[CH:6][CH:7]=[C:2]([Cl:1])[C:3]=1[S:9][CH2:10][C:11]1[C:15]([CH2:16][O:17][C:22]2[CH:23]=[CH:24][C:25]([C:28]3[CH:29]=[C:30]4[C:35](=[CH:36][CH:37]=3)[N:34]=[C:33]([C:38]([O:40][CH2:41][CH3:42])=[O:39])[CH:32]=[CH:31]4)=[CH:26][CH:27]=2)=[C:14]([CH:18]([CH3:20])[CH3:19])[O:13][N:12]=1, predict the reactants needed to synthesize it.